Predict the reactants needed to synthesize the given product. From a dataset of Full USPTO retrosynthesis dataset with 1.9M reactions from patents (1976-2016). (1) Given the product [CH3:19][C@@H:15]1[N:14]2[C:10]3[C:9]4[C:4](=[CH:5][CH:6]=[C:7]([O:20][CH2:29][C:28]#[CH:27])[CH:8]=4)[N:3]=[C:2]([NH2:1])[C:11]=3[N:12]=[C:13]2[CH2:18][O:17][CH2:16]1, predict the reactants needed to synthesize it. The reactants are: [NH2:1][C:2]1[C:11]2[N:12]=[C:13]3[CH2:18][O:17][CH2:16][C@H:15]([CH3:19])[N:14]3[C:10]=2[C:9]2[C:4](=[CH:5][CH:6]=[C:7]([OH:20])[CH:8]=2)[N:3]=1.C(=O)([O-])[O-].[Cs+].[Cs+].[CH2:27](Br)[C:28]#[CH:29].O. (2) Given the product [N:19]1([C:2]2[N:7]=[C:6]([NH:8][C@H:9]3[CH2:14][CH2:13][C@H:12]([OH:15])[CH2:11][CH2:10]3)[C:5]([N+:16]([O-:18])=[O:17])=[CH:4][N:3]=2)[C:23]2[CH:24]=[CH:25][CH:26]=[CH:27][C:22]=2[N:21]=[CH:20]1, predict the reactants needed to synthesize it. The reactants are: Cl[C:2]1[N:7]=[C:6]([NH:8][C@H:9]2[CH2:14][CH2:13][C@H:12]([OH:15])[CH2:11][CH2:10]2)[C:5]([N+:16]([O-:18])=[O:17])=[CH:4][N:3]=1.[N:19]1[C:23]2[CH:24]=[CH:25][CH:26]=[CH:27][C:22]=2[NH:21][CH:20]=1.C(=O)([O-])[O-].[K+].[K+]. (3) Given the product [Cl:1][C:2]1[N:3]=[C:4]([I:9])[CH:5]=[CH:6][C:7]=1[C:8]([OH:11])=[O:16], predict the reactants needed to synthesize it. The reactants are: [Cl:1][C:2]1[C:7]([CH3:8])=[CH:6][CH:5]=[C:4]([I:9])[N:3]=1.[Mn]([O-])(=O)(=O)=[O:11].[K+].[OH2:16]. (4) Given the product [CH3:38][O:37][C:16]1[CH:17]=[C:18]([NH:21][C:22](=[O:36])[C@H:23]([NH:28][C:29](=[O:35])[O:30][C:31]([CH3:34])([CH3:33])[CH3:32])[CH2:24][CH:25]([CH3:27])[CH3:26])[CH:19]=[CH:20][C:15]=1[C:13]1[CH:12]=[CH:11][N:10]=[C:9]([NH:8][CH3:1])[CH:14]=1, predict the reactants needed to synthesize it. The reactants are: [CH2:1]([N:8](C)[C:9]1[CH:14]=[C:13]([C:15]2[CH:20]=[CH:19][C:18]([NH:21][C:22](=[O:36])[C@H:23]([NH:28][C:29](=[O:35])[O:30][C:31]([CH3:34])([CH3:33])[CH3:32])[CH2:24][CH:25]([CH3:27])[CH3:26])=[CH:17][C:16]=2[O:37][CH3:38])[CH:12]=[CH:11][N:10]=1)C1C=CC=CC=1.C([O-])=O.[NH4+]. (5) Given the product [O:7]1[CH:11]=[CH:10][C:9]([C:12]2[NH:16][C:15]([C:17]([NH:19][CH2:20][C:21]3[CH:22]=[CH:23][C:24]([C:25]([NH:2][OH:3])=[O:26])=[CH:29][CH:30]=3)=[O:18])=[C:14]([C:31]3[CH:36]=[CH:35][C:34]([OH:37])=[CH:33][CH:32]=3)[CH:13]=2)=[CH:8]1, predict the reactants needed to synthesize it. The reactants are: Cl.[NH2:2][OH:3].C[O-].[Na+].[O:7]1[CH:11]=[CH:10][C:9]([C:12]2[NH:16][C:15]([C:17]([NH:19][CH2:20][C:21]3[CH:30]=[CH:29][C:24]([C:25](OC)=[O:26])=[CH:23][CH:22]=3)=[O:18])=[C:14]([C:31]3[CH:36]=[CH:35][C:34]([OH:37])=[CH:33][CH:32]=3)[CH:13]=2)=[CH:8]1.O. (6) Given the product [F:33][C:34]1[CH:35]=[CH:36][C:37]([C:53]([CH3:61])([CH3:62])[CH2:54][C@:55]([C:56]([F:58])([F:59])[F:57])([OH:60])[CH2:8][C:6]#[CH:7])=[C:38]([CH:52]=1)[C:39]([NH:41][C@H:42]([C:44]1[CH:45]=[CH:46][C:47]([O:50][CH3:51])=[CH:48][CH:49]=1)[CH3:43])=[O:40], predict the reactants needed to synthesize it. The reactants are: C([Zn]CC)C.[CH:6](N1CCC[C@H]1C(O)=O)([CH3:8])[CH3:7].C[Si](C)(C)C#CCB1OC(C)(C)C(C)(C)O1.[F:33][C:34]1[CH:35]=[CH:36][C:37]([C:53]([CH3:62])([CH3:61])[CH2:54][C:55](=[O:60])[C:56]([F:59])([F:58])[F:57])=[C:38]([CH:52]=1)[C:39]([NH:41][C@H:42]([C:44]1[CH:49]=[CH:48][C:47]([O:50][CH3:51])=[CH:46][CH:45]=1)[CH3:43])=[O:40]. (7) Given the product [Br:1][C:2]1[CH:7]=[CH:6][C:5]([C:8]2[CH:9]=[C:10]3[C:14](=[CH:15][CH:16]=2)[NH:13][CH:12]=[C:11]3[C:17]([NH2:18])=[O:19])=[CH:4][CH:3]=1, predict the reactants needed to synthesize it. The reactants are: [Br:1][C:2]1[CH:7]=[CH:6][C:5]([C:8]2[CH:9]=[C:10]3[C:14](=[CH:15][CH:16]=2)[NH:13][CH:12]=[C:11]3[C:17]#[N:18])=[CH:4][CH:3]=1.[OH:19]O.[OH-].[Na+]. (8) Given the product [C:1]([O:5][C:6]([N:8]1[CH2:12][CH2:11][CH:10]([CH2:13][N:14]([C:29](=[O:31])[CH3:30])[CH2:15][C:16]2[CH:21]=[CH:20][CH:19]=[C:18]([C:22]3[CH:27]=[CH:26][N:25]=[C:24]([Cl:28])[N:23]=3)[CH:17]=2)[CH2:9]1)=[O:7])([CH3:4])([CH3:2])[CH3:3], predict the reactants needed to synthesize it. The reactants are: [C:1]([O:5][C:6]([N:8]1[CH2:12][CH2:11][CH:10]([CH2:13][NH:14][CH2:15][C:16]2[CH:21]=[CH:20][CH:19]=[C:18]([C:22]3[CH:27]=[CH:26][N:25]=[C:24]([Cl:28])[N:23]=3)[CH:17]=2)[CH2:9]1)=[O:7])([CH3:4])([CH3:3])[CH3:2].[C:29](Cl)(=[O:31])[CH3:30]. (9) Given the product [CH3:1][C@H:2]1[C@@H:6]([C:7]([O:9][CH3:10])=[O:8])[CH2:5][CH2:4][NH:3]1, predict the reactants needed to synthesize it. The reactants are: [CH3:1][C@H:2]1[C@@H:6]([C:7]([O:9][CH3:10])=[O:8])[CH2:5][CH2:4][N:3]1[C@H](C1C=CC=CC=1)C. (10) Given the product [Cl:1][C:2]1[CH:7]=[CH:6][C:5]([C:8]2[CH:9]=[CH:10][N:11]=[CH:12][C:13]=2[CH2:14][OH:15])=[C:4]([F:16])[CH:3]=1, predict the reactants needed to synthesize it. The reactants are: [Cl:1][C:2]1[CH:7]=[CH:6][C:5]([C:8]2[C:13]([CH:14]=[O:15])=[CH:12][N:11]=[CH:10][CH:9]=2)=[C:4]([F:16])[CH:3]=1.[BH4-].[Na+].